Dataset: Catalyst prediction with 721,799 reactions and 888 catalyst types from USPTO. Task: Predict which catalyst facilitates the given reaction. (1) Reactant: [CH3:1][C:2]1([CH3:34])[NH:7][CH2:6][CH2:5][N:4]([C:8]([C:10]2[CH:15]=[CH:14][CH:13]=[C:12]([C:16]3[C:25]4[C:20](=[CH:21][CH:22]=[C:23]([C:26]5[CH:27]=[N:28][C:29]([O:32][CH3:33])=[CH:30][CH:31]=5)[CH:24]=4)[N:19]=[CH:18][N:17]=3)[CH:11]=2)=[O:9])[CH2:3]1.C1C[O:38][CH2:37][CH2:36]1.C(N(CC)CC)C.C(Cl)(=O)C. Product: [CH3:33][O:32][C:29]1[N:28]=[CH:27][C:26]([C:23]2[CH:24]=[C:25]3[C:20](=[CH:21][CH:22]=2)[N:19]=[CH:18][N:17]=[C:16]3[C:12]2[CH:11]=[C:10]([CH:15]=[CH:14][CH:13]=2)[C:8]([N:4]2[CH2:5][CH2:6][N:7]([C:37](=[O:38])[CH3:36])[C:2]([CH3:34])([CH3:1])[CH2:3]2)=[O:9])=[CH:31][CH:30]=1. The catalyst class is: 25. (2) Reactant: Cl[S:2]([N:5]=[C:6]=[O:7])(=[O:4])=[O:3].[CH3:8][C:9]([OH:12])([CH3:11])[CH3:10].C(OC(NC(NS(Cl)(=O)=O)=O)=O)(C)(C)C.[C:28]1([C:34]2[S:38][CH:37]=[C:36]([NH:39][CH:40]([CH3:45])[C:41]([O:43][CH3:44])=[O:42])[CH:35]=2)[CH:33]=[CH:32][CH:31]=[CH:30][CH:29]=1.CCN(C(C)C)C(C)C. Product: [C:9]([O:12][C:6]([NH:5][S:2]([N:39]([C:36]1[CH:35]=[C:34]([C:28]2[CH:33]=[CH:32][CH:31]=[CH:30][CH:29]=2)[S:38][CH:37]=1)[CH:40]([CH3:45])[C:41]([O:43][CH3:44])=[O:42])(=[O:4])=[O:3])=[O:7])([CH3:11])([CH3:10])[CH3:8]. The catalyst class is: 2. (3) Reactant: [NH2:1][C:2]1[C:3]2[N:4]([C:8]([C@@H:30]3[O:35][CH2:34][CH2:33][NH:32][CH2:31]3)=[N:9][C:10]=2[C:11]2[CH:29]=[CH:28][C:14]([C:15]([NH:17][C:18]3[CH:23]=[C:22]([C:24]([F:27])([F:26])[F:25])[CH:21]=[CH:20][N:19]=3)=[O:16])=[CH:13][CH:12]=2)[CH:5]=[CH:6][N:7]=1.Br[CH2:37][CH2:38][O:39][CH3:40].C(N(C(C)C)C(C)C)C. Product: [NH2:1][C:2]1[C:3]2[N:4]([C:8]([C@@H:30]3[O:35][CH2:34][CH2:33][N:32]([CH2:37][CH2:38][O:39][CH3:40])[CH2:31]3)=[N:9][C:10]=2[C:11]2[CH:12]=[CH:13][C:14]([C:15]([NH:17][C:18]3[CH:23]=[C:22]([C:24]([F:26])([F:25])[F:27])[CH:21]=[CH:20][N:19]=3)=[O:16])=[CH:28][CH:29]=2)[CH:5]=[CH:6][N:7]=1.[NH2:1][C:2]1[C:3]2[N:4]([C:8]([C@@H:30]3[O:35][CH2:34][CH2:33][N:32]([CH2:37][CH2:38][OH:39])[CH2:31]3)=[N:9][C:10]=2[C:11]2[CH:12]=[CH:13][C:14]([C:15]([NH:17][C:18]3[CH:23]=[C:22]([C:24]([F:26])([F:25])[F:27])[CH:21]=[CH:20][N:19]=3)=[O:16])=[CH:28][CH:29]=2)[CH:5]=[CH:6][N:7]=1. The catalyst class is: 1. (4) Reactant: [OH:1][CH2:2][CH2:3][CH2:4][CH2:5][C:6]1[CH2:8][CH:7]=1.C(N(CC)CC)C.[CH3:16][S:17](Cl)(=[O:19])=[O:18].O. Product: [CH3:16][S:17]([O:1][CH2:2][CH2:3][CH2:4][CH2:5][C:6]1[CH2:8][CH:7]=1)(=[O:19])=[O:18]. The catalyst class is: 2.